From a dataset of Catalyst prediction with 721,799 reactions and 888 catalyst types from USPTO. Predict which catalyst facilitates the given reaction. (1) Reactant: [CH:1]([C:3]1[C:8]([N+:9]([O-:11])=[O:10])=[CH:7][CH:6]=[CH:5][C:4]=1[NH:12][CH:13]=O)=[O:2].[CH2:15]([NH2:20])[CH2:16][CH2:17][CH2:18][CH3:19]. Product: [OH:2][CH:1]1[C:3]2[C:4](=[CH:5][CH:6]=[CH:7][C:8]=2[N+:9]([O-:11])=[O:10])[N:12]=[CH:13][N:20]1[CH2:15][CH2:16][CH2:17][CH2:18][CH3:19]. The catalyst class is: 14. (2) Reactant: [N:1]1[CH:6]=[CH:5][C:4]([NH:7][C:8]2[C:16]3[C:11](=[CH:12][CH:13]=[CH:14][CH:15]=3)[NH:10][C:9]=2[C:17]([OH:19])=[O:18])=[CH:3][CH:2]=1.N1C=CC=CC=1.FC(F)(F)C(O[C:31]1[C:36]([F:37])=[C:35]([F:38])[C:34]([F:39])=[C:33]([F:40])[C:32]=1[F:41])=O. Product: [F:37][C:36]1[C:31]([O:18][C:17]([C:9]2[NH:10][C:11]3[C:16]([C:8]=2[NH:7][C:4]2[CH:5]=[CH:6][N:1]=[CH:2][CH:3]=2)=[CH:15][CH:14]=[CH:13][CH:12]=3)=[O:19])=[C:32]([F:41])[C:33]([F:40])=[C:34]([F:39])[C:35]=1[F:38]. The catalyst class is: 9. (3) Reactant: [F:1][C:2]1[CH:3]=[CH:4][C:5]([NH:8][C:9]([CH2:11][C@@H:12]2[CH2:23][CH2:22][C:21]3[S:20][C:19]4[N:18]=[CH:17][N:16]=[C:15]([O:24][CH:25]5[CH2:30][CH2:29][CH:28]([N:31]([CH3:39])[C:32](=O)OC(C)(C)C)[CH2:27][CH2:26]5)[C:14]=4[C:13]2=3)=[O:10])=[N:6][CH:7]=1.Cl.C=O.[BH3-]C#N.[Na+]. Product: [CH3:39][N:31]([CH3:32])[CH:28]1[CH2:29][CH2:30][CH:25]([O:24][C:15]2[C:14]3[C:13]4[C@H:12]([CH2:11][C:9]([NH:8][C:5]5[CH:4]=[CH:3][C:2]([F:1])=[CH:7][N:6]=5)=[O:10])[CH2:23][CH2:22][C:21]=4[S:20][C:19]=3[N:18]=[CH:17][N:16]=2)[CH2:26][CH2:27]1. The catalyst class is: 98. (4) Reactant: C(OC([N:8]1[CH2:12][C@@H:11]([C:13]2[C:21]3[C:16](=[CH:17][CH:18]=[CH:19][CH:20]=3)[NH:15][CH:14]=2)[C@H:10]([C:22]2[C:32]3=[C:33]4[C:28](=[CH:29][CH:30]=[CH:31]3)[CH2:27][CH2:26][CH2:25][N:24]4[CH:23]=2)[CH2:9]1)=O)(C)(C)C.Cl.O1CCOCC1.CCN(C(C)C)C(C)C.[CH3:50][C:51]([CH3:57])([CH3:56])[CH2:52][C:53](Cl)=[O:54]. Product: [C:22]1([C@H:10]2[C@H:11]([C:13]3[C:21]4[C:16](=[CH:17][CH:18]=[CH:19][CH:20]=4)[NH:15][CH:14]=3)[CH2:12][N:8]([C:53](=[O:54])[CH2:52][C:51]([CH3:57])([CH3:56])[CH3:50])[CH2:9]2)[C:32]2=[C:33]3[C:28](=[CH:29][CH:30]=[CH:31]2)[CH2:27][CH2:26][CH2:25][N:24]3[CH:23]=1. The catalyst class is: 2.